Dataset: Full USPTO retrosynthesis dataset with 1.9M reactions from patents (1976-2016). Task: Predict the reactants needed to synthesize the given product. (1) The reactants are: C(OC([NH:8][CH2:9][C:10]1[CH:15]=[CH:14][C:13]([S:16]([CH2:19][CH2:20][C:21]([O:23][CH3:24])=[O:22])(=[O:18])=[O:17])=[CH:12][CH:11]=1)=O)(C)(C)C.[ClH:25]. Given the product [ClH:25].[NH2:8][CH2:9][C:10]1[CH:15]=[CH:14][C:13]([S:16]([CH2:19][CH2:20][C:21]([O:23][CH3:24])=[O:22])(=[O:18])=[O:17])=[CH:12][CH:11]=1, predict the reactants needed to synthesize it. (2) Given the product [CH3:1][C:2]1[CH:3]=[C:4]([CH:7]=[C:8]([CH3:10])[CH:9]=1)[CH:5]=[N:17][OH:18], predict the reactants needed to synthesize it. The reactants are: [CH3:1][C:2]1[CH:3]=[C:4]([CH:7]=[C:8]([CH3:10])[CH:9]=1)[CH:5]=O.C([O-])(=O)C.[Na+].Cl.[NH2:17][OH:18].C(OCC)(=O)C.